From a dataset of Full USPTO retrosynthesis dataset with 1.9M reactions from patents (1976-2016). Predict the reactants needed to synthesize the given product. (1) The reactants are: [C:1]([NH2:5])([CH3:4])([CH3:3])[CH3:2].[N+:6]([C:9]1[CH:17]=[CH:16][C:12]([C:13](Cl)=[O:14])=[CH:11][CH:10]=1)([O-:8])=[O:7]. Given the product [C:1]([NH:5][C:13](=[O:14])[C:12]1[CH:11]=[CH:10][C:9]([N+:6]([O-:8])=[O:7])=[CH:17][CH:16]=1)([CH3:4])([CH3:3])[CH3:2], predict the reactants needed to synthesize it. (2) Given the product [NH2:33][CH2:32][C@@H:31]1[CH2:30][C:29]2[C:24](=[CH:25][CH:26]=[CH:27][CH:28]=2)[CH2:23][N:22]1[C:20]([C:19]1[CH:41]=[CH:42][CH:43]=[CH:44][C:18]=1[N:15]1[C:16]2[C:12](=[CH:11][CH:10]=[C:9]([OH:8])[CH:17]=2)[C:13]([C:45]([N:46]([C:47]2[CH:48]=[CH:49][CH:50]=[CH:51][CH:52]=2)[C:53]2[CH:54]=[CH:55][CH:56]=[CH:57][CH:58]=2)=[O:59])=[CH:14]1)=[O:21], predict the reactants needed to synthesize it. The reactants are: C([O:8][C:9]1[CH:17]=[C:16]2[C:12]([C:13]([C:45](=[O:59])[N:46]([C:53]3[CH:58]=[CH:57][CH:56]=[CH:55][CH:54]=3)[C:47]3[CH:52]=[CH:51][CH:50]=[CH:49][CH:48]=3)=[CH:14][N:15]2[C:18]2[CH:44]=[CH:43][CH:42]=[CH:41][C:19]=2[C:20]([N:22]2[C@H:31]([CH2:32][NH:33]C(=O)OC(C)(C)C)[CH2:30][C:29]3[C:24](=[CH:25][CH:26]=[CH:27][CH:28]=3)[CH2:23]2)=[O:21])=[CH:11][CH:10]=1)C1C=CC=CC=1.B(Cl)(Cl)Cl.CO.C(N(CC)CC)C. (3) Given the product [F:14][CH:2]([F:1])[N:3]1[C:7]([C:8]([NH:17][CH3:15])=[O:10])=[CH:6][C:5]([N+:11]([O-:13])=[O:12])=[N:4]1, predict the reactants needed to synthesize it. The reactants are: [F:1][CH:2]([F:14])[N:3]1[C:7]([C:8]([OH:10])=O)=[CH:6][C:5]([N+:11]([O-:13])=[O:12])=[N:4]1.[CH2:15]([N:17](CC)CC)C.Cl.CN.C(=O)([O-])O.[Na+]. (4) Given the product [ClH:23].[CH3:1][C:2]1[N:3]([NH2:15])[C:4]2[C:13]3[CH:12]=[CH:11][CH:10]=[CH:9][C:8]=3[N:7]=[CH:6][C:5]=2[N:14]=1, predict the reactants needed to synthesize it. The reactants are: [CH3:1][C:2]1[N:3]([NH:15]C(=O)OC(C)(C)C)[C:4]2[C:13]3[CH:12]=[CH:11][CH:10]=[CH:9][C:8]=3[N:7]=[CH:6][C:5]=2[N:14]=1.[ClH:23]. (5) Given the product [CH3:17][C@H:15]1[CH2:16][N:11]2[N:10]=[CH:9][C:8]([N:6]3[CH2:7][CH:3]4[CH:4]([CH2:2]4)[C:5]3=[O:25])=[C:12]2[CH2:13][N:14]1[C:18]([O:20][C:21]([CH3:22])([CH3:23])[CH3:24])=[O:19], predict the reactants needed to synthesize it. The reactants are: Br[CH2:2][CH:3]1[CH2:7][N:6]([C:8]2[CH:9]=[N:10][N:11]3[CH2:16][C@H:15]([CH3:17])[N:14]([C:18]([O:20][C:21]([CH3:24])([CH3:23])[CH3:22])=[O:19])[CH2:13][C:12]=23)[C:5](=[O:25])[CH2:4]1.CC([O-])(C)C.[K+].O.CCOC(C)=O. (6) Given the product [CH:26]1[C:27]([CH2:28][C:29]2[C:37]3[C:32](=[C:33]([OH:39])[CH:34]=[C:35]([OH:38])[CH:36]=3)[C@H:31]([C:60]3[CH:61]=[C:56]([OH:62])[CH:57]=[C:58]([OH:9])[CH:59]=3)[C:30]=2[C:17]2[CH:16]=[CH:15][C:14]([OH:13])=[CH:19][CH:18]=2)=[CH:22][CH:23]=[C:24]([OH:55])[CH:25]=1, predict the reactants needed to synthesize it. The reactants are: CC1C=CC(S(O)(=O)=[O:9])=CC=1.C[O:13][C:14]1[CH:19]=[CH:18][C:17](CS)=[CH:16][CH:15]=1.[CH:22]1[C:27](/[CH:28]=[C:29]2\[C@@H:30](C3C=C(O)C=C(O)C=3)[C@H:31](C3C=CC(O)=CC=3)[C:32]3[C:37]\2=[CH:36][C:35]([OH:38])=[CH:34][C:33]=3[OH:39])=[CH:26][CH:25]=[C:24]([OH:55])[CH:23]=1.[C:56]1([OH:62])[CH:61]=[CH:60][CH:59]=[CH:58][CH:57]=1.B(Br)(Br)Br.